Dataset: Forward reaction prediction with 1.9M reactions from USPTO patents (1976-2016). Task: Predict the product of the given reaction. (1) The product is: [CH3:19][O:18][C:12]1[CH:11]=[C:10]([CH:15]=[CH:14][C:13]=1[O:16][CH3:17])[CH2:9][NH:8][C:6]1[N:5]2[N:20]=[C:21]([C:23]3[O:24][CH:25]=[CH:26][CH:27]=3)[N:22]=[C:4]2[CH:3]=[C:2]([C:28]2[CH:33]=[CH:32][CH:31]=[CH:30][CH:29]=2)[N:7]=1. Given the reactants Cl[C:2]1[N:7]=[C:6]([NH:8][CH2:9][C:10]2[CH:15]=[CH:14][C:13]([O:16][CH3:17])=[C:12]([O:18][CH3:19])[CH:11]=2)[N:5]2[N:20]=[C:21]([C:23]3[O:24][CH:25]=[CH:26][CH:27]=3)[N:22]=[C:4]2[CH:3]=1.[C:28]1(OB(O)O)[CH:33]=[CH:32][CH:31]=[CH:30][CH:29]=1.C(=O)([O-])[O-].[Na+].[Na+].CCCCCC, predict the reaction product. (2) Given the reactants COC1C=CC(N2CCN(CCC3C=CC=CC=3)CC2)=CC=1.[CH2:23]([CH:30]1[CH2:35][CH2:34][N:33]([C:36]2[CH:41]=[C:40]([F:42])[C:39]([O:43]C)=[CH:38][C:37]=2[F:45])[CH2:32][CH2:31]1)[C:24]1[CH:29]=[CH:28][CH:27]=[CH:26][CH:25]=1, predict the reaction product. The product is: [CH2:23]([CH:30]1[CH2:31][CH2:32][N:33]([C:36]2[C:37]([F:45])=[CH:38][C:39]([OH:43])=[C:40]([F:42])[CH:41]=2)[CH2:34][CH2:35]1)[C:24]1[CH:25]=[CH:26][CH:27]=[CH:28][CH:29]=1. (3) Given the reactants [ClH:1].Cl.[CH:3]([N:6]1[CH2:11][CH2:10][N:9]([C:12]([C:14]2[CH:19]=[CH:18][C:17]([CH2:20][N:21]3[CH2:26][CH2:25][O:24][CH2:23][CH2:22]3)=[CH:16][CH:15]=2)=[O:13])[CH2:8][CH2:7]1)([CH3:5])[CH3:4].O.CC(OC)(C)C, predict the reaction product. The product is: [OH2:13].[ClH:1].[ClH:1].[CH:3]([N:6]1[CH2:11][CH2:10][N:9]([C:12]([C:14]2[CH:15]=[CH:16][C:17]([CH2:20][N:21]3[CH2:22][CH2:23][O:24][CH2:25][CH2:26]3)=[CH:18][CH:19]=2)=[O:13])[CH2:8][CH2:7]1)([CH3:5])[CH3:4]. (4) Given the reactants [OH-].[Li+].[CH:3]([C:6]1[CH:7]=[C:8]2[C:16](=[CH:17][CH:18]=1)[N:15]([CH:19]([C:22]1[CH:27]=[CH:26][C:25]([C:28]([F:31])([F:30])[F:29])=[CH:24][CH:23]=1)[CH2:20][CH3:21])[C:14]1[CH:13]([CH2:32][C:33]([O:35]CC)=[O:34])[CH2:12][CH2:11][C:10]([CH3:39])([CH3:38])[C:9]2=1)([CH3:5])[CH3:4], predict the reaction product. The product is: [CH:3]([C:6]1[CH:7]=[C:8]2[C:16](=[CH:17][CH:18]=1)[N:15]([CH:19]([C:22]1[CH:27]=[CH:26][C:25]([C:28]([F:31])([F:30])[F:29])=[CH:24][CH:23]=1)[CH2:20][CH3:21])[C:14]1[CH:13]([CH2:32][C:33]([OH:35])=[O:34])[CH2:12][CH2:11][C:10]([CH3:39])([CH3:38])[C:9]2=1)([CH3:5])[CH3:4]. (5) Given the reactants [C:1]([N:9]1[CH2:22][CH2:21][C:20]2[C:19]3[CH:18]=[C:17](Br)[CH:16]=[CH:15][C:14]=3[NH:13][C:12]=2[CH2:11][CH2:10]1)(=[O:8])[C:2]1[CH:7]=[CH:6][CH:5]=[CH:4][CH:3]=1.[CH3:24][O:25][C:26]1[CH:31]=[CH:30][C:29](B(O)O)=[CH:28][CH:27]=1.CCOC(C)=O.CCCCCCC, predict the reaction product. The product is: [C:1]([N:9]1[CH2:22][CH2:21][C:20]2[C:19]3[CH:18]=[C:17]([C:29]4[CH:30]=[CH:31][C:26]([O:25][CH3:24])=[CH:27][CH:28]=4)[CH:16]=[CH:15][C:14]=3[NH:13][C:12]=2[CH2:11][CH2:10]1)(=[O:8])[C:2]1[CH:7]=[CH:6][CH:5]=[CH:4][CH:3]=1. (6) Given the reactants Cl.[O:2]=[C:3]1[NH:12][C:11]2[N:10]=[CH:9][C:8](/[CH:13]=[CH:14]/[C:15]([OH:17])=O)=[CH:7][C:6]=2[CH2:5][CH2:4]1.Cl.[O:19]([CH:26]1[CH2:30][CH2:29][NH:28][CH2:27]1)[C:20]1[CH:25]=[CH:24][CH:23]=[CH:22][CH:21]=1.CCN(C(C)C)C(C)C.CCN=C=NCCCN(C)C, predict the reaction product. The product is: [O:17]=[C:15]([N:28]1[CH2:29][CH2:30][CH:26]([O:19][C:20]2[CH:21]=[CH:22][CH:23]=[CH:24][CH:25]=2)[CH2:27]1)/[CH:14]=[CH:13]/[C:8]1[CH:7]=[C:6]2[C:11](=[N:10][CH:9]=1)[NH:12][C:3](=[O:2])[CH2:4][CH2:5]2. (7) The product is: [Cl:1][C:2]1[CH:3]=[C:4]([CH2:9][C:10]([N:19]2[C@@H:18]([CH2:21][N:22]3[CH2:26][CH2:25][CH2:24][CH2:23]3)[CH2:17][N:16]([C:27]([O:29][CH3:30])=[O:28])[C@H:15]([CH2:14][OH:13])[CH2:20]2)=[O:12])[CH:5]=[CH:6][C:7]=1[Cl:8]. Given the reactants [Cl:1][C:2]1[CH:3]=[C:4]([CH2:9][C:10]([OH:12])=O)[CH:5]=[CH:6][C:7]=1[Cl:8].[OH:13][CH2:14][C@@H:15]1[CH2:20][NH:19][C@@H:18]([CH2:21][N:22]2[CH2:26][CH2:25][CH2:24][CH2:23]2)[CH2:17][N:16]1[C:27]([O:29][CH3:30])=[O:28].[OH-].[Li+], predict the reaction product.